From a dataset of Full USPTO retrosynthesis dataset with 1.9M reactions from patents (1976-2016). Predict the reactants needed to synthesize the given product. (1) Given the product [N+:1]([C:4]1[CH:5]=[C:6]([N:10]2[C:11]3[C:12](=[CH:15][CH:16]=[CH:17][N:18]=3)[CH:13]=[C:27]([CH2:26][CH2:25][CH2:24][C:20]3[O:19][CH:23]=[CH:22][CH:21]=3)[C:28]2=[O:29])[CH:7]=[CH:8][CH:9]=1)([O-:3])=[O:2], predict the reactants needed to synthesize it. The reactants are: [N+:1]([C:4]1[CH:5]=[C:6]([NH:10][C:11]2[N:18]=[CH:17][CH:16]=[CH:15][C:12]=2[CH:13]=O)[CH:7]=[CH:8][CH:9]=1)([O-:3])=[O:2].[O:19]1[CH:23]=[CH:22][CH:21]=[C:20]1[CH2:24][CH2:25][CH2:26][CH2:27][C:28](OCC)=[O:29].[Li+].CC([N-]C(C)C)C. (2) Given the product [Cl:1][C:2]1[CH:3]=[C:4]([CH:12]([CH2:16][C@@H:17]2[CH2:21][CH2:20][C:19]([F:22])([F:23])[CH2:18]2)[C:13]([NH:30][C:31]2[CH:35]=[CH:34][N:33]([CH2:36][C:37]([OH:39])([CH3:38])[CH3:40])[N:32]=2)=[O:15])[CH:5]=[CH:6][C:7]=1[S:8]([CH3:11])(=[O:10])=[O:9], predict the reactants needed to synthesize it. The reactants are: [Cl:1][C:2]1[CH:3]=[C:4]([CH:12]([CH2:16][C@@H:17]2[CH2:21][CH2:20][C:19]([F:23])([F:22])[CH2:18]2)[C:13]([OH:15])=O)[CH:5]=[CH:6][C:7]=1[S:8]([CH3:11])(=[O:10])=[O:9].C(Cl)(=O)C(Cl)=O.[NH2:30][C:31]1[CH:35]=[CH:34][N:33]([CH2:36][C:37]([CH3:40])([OH:39])[CH3:38])[N:32]=1.N1C(C)=CC=CC=1C. (3) Given the product [CH2:1]([N:8]1[CH2:13][CH2:12][CH:11]2[CH:10]([C:19](=[O:20])[C:18]3[CH:17]=[CH:16][S:15][C:14]=32)[CH2:9]1)[C:2]1[CH:7]=[CH:6][CH:5]=[CH:4][CH:3]=1, predict the reactants needed to synthesize it. The reactants are: [CH2:1]([N:8]1[CH2:13][CH2:12][CH:11]([C:14]2[S:15][CH:16]=[CH:17][CH:18]=2)[CH:10]([C:19](Cl)=[O:20])[CH2:9]1)[C:2]1[CH:7]=[CH:6][CH:5]=[CH:4][CH:3]=1.[Al+3].[Cl-].[Cl-].[Cl-]. (4) Given the product [CH3:10][O:9][CH:8]([O:11][CH3:12])[CH2:7][CH2:6][C:15]([C@@H:17]1[O:22][CH2:21][CH2:20][N:19]([C:23]([O:25][C:26]([CH3:29])([CH3:28])[CH3:27])=[O:24])[CH2:18]1)=[O:16], predict the reactants needed to synthesize it. The reactants are: BrCCBr.Br[CH2:6][CH2:7][CH:8]([O:11][CH3:12])[O:9][CH3:10].CN(OC)[C:15]([C@@H:17]1[O:22][CH2:21][CH2:20][N:19]([C:23]([O:25][C:26]([CH3:29])([CH3:28])[CH3:27])=[O:24])[CH2:18]1)=[O:16].